From a dataset of Full USPTO retrosynthesis dataset with 1.9M reactions from patents (1976-2016). Predict the reactants needed to synthesize the given product. Given the product [OH:31][C:25]1[CH:24]=[CH:23][C:22]([N:21]2[C:5]3[CH2:6][CH2:7][C:8]4[CH:9]=[CH:10][CH:11]=[CH:12][C:13]=4[C:4]=3[CH:3]=[C:2]2[C:15]2[CH:20]=[CH:19][CH:18]=[CH:17][CH:16]=2)=[CH:30][C:26]=1[CH:27]([OH:29])[OH:28], predict the reactants needed to synthesize it. The reactants are: O=[C:2]([C:15]1[CH:20]=[CH:19][CH:18]=[CH:17][CH:16]=1)[CH2:3][CH:4]1[C:13]2[C:8](=[CH:9][CH:10]=[CH:11][CH:12]=2)[CH2:7][CH2:6][C:5]1=O.[NH2:21][C:22]1[CH:30]=[C:26]([C:27]([OH:29])=[O:28])[C:25]([OH:31])=[CH:24][CH:23]=1.